From a dataset of Full USPTO retrosynthesis dataset with 1.9M reactions from patents (1976-2016). Predict the reactants needed to synthesize the given product. (1) Given the product [CH:54]12[CH2:55][CH:56]3[CH2:57][CH:58]([CH2:59][CH:52]([CH2:61]3)[CH:53]1[NH:62][CH:63]1[CH2:68][CH2:67][N:66]([C:25](=[O:27])[CH2:24][NH:23][C:21]([C:18]3[CH:17]=[C:16]([C:10]4[CH:11]=[CH:12][CH:13]=[CH:14][CH:15]=4)[NH:20][N:19]=3)=[O:22])[CH2:65][CH2:64]1)[CH2:60]2, predict the reactants needed to synthesize it. The reactants are: CCN(C(C)C)C(C)C.[C:10]1([C:16]2[NH:20][N:19]=[C:18]([C:21]([NH:23][CH2:24][C:25]([OH:27])=O)=[O:22])[CH:17]=2)[CH:15]=[CH:14][CH:13]=[CH:12][CH:11]=1.C1C=CC2N(O)N=NC=2C=1.CCN=C=NCCCN(C)C.Cl.Cl.Cl.[CH:52]12[CH2:61][CH:56]3[CH2:57][CH:58]([CH2:60][CH:54]([CH2:55]3)[CH:53]1[NH:62][CH:63]1[CH2:68][CH2:67][NH:66][CH2:65][CH2:64]1)[CH2:59]2. (2) Given the product [Br:17][C:18]1[CH:26]=[CH:25][C:21]([C:22]([NH:6][CH2:5][CH:4]([O:7][CH2:8][CH3:9])[O:3][CH2:1][CH3:2])=[O:23])=[CH:20][CH:19]=1, predict the reactants needed to synthesize it. The reactants are: [CH2:1]([O:3][CH:4]([O:7][CH2:8][CH3:9])[CH2:5][NH2:6])[CH3:2].C(N(CC)CC)C.[Br:17][C:18]1[CH:26]=[CH:25][C:21]([C:22](Cl)=[O:23])=[CH:20][CH:19]=1. (3) Given the product [CH3:15][O:16][C:17]1[C:22]([O:23][CH3:24])=[CH:21][CH:20]=[CH:19][C:18]=1[C:2]1[CH:3]=[C:4]2[C:9](=[CH:10][CH:11]=1)[NH:8][C:7]([CH3:13])([CH3:12])[CH:6]=[C:5]2[CH3:14], predict the reactants needed to synthesize it. The reactants are: Br[C:2]1[CH:3]=[C:4]2[C:9](=[CH:10][CH:11]=1)[NH:8][C:7]([CH3:13])([CH3:12])[CH:6]=[C:5]2[CH3:14].[CH3:15][O:16][C:17]1[C:22]([O:23][CH3:24])=[CH:21][CH:20]=[CH:19][C:18]=1B(O)O.[O-]P([O-])([O-])=O.[K+].[K+].[K+]. (4) Given the product [Cl:25][C:4]1[CH:3]=[C:2]([NH:1][C:31](=[O:32])[C:30]2[CH:34]=[CH:35][C:36]([O:37][CH3:38])=[C:28]([O:27][CH3:26])[CH:29]=2)[CH:7]=[CH:6][C:5]=1[C:8]([CH3:23])([CH3:24])[CH2:9][NH:10][C:11]([C:13]1[C:21]2[C:16](=[CH:17][CH:18]=[CH:19][CH:20]=2)[N:15]([CH3:22])[N:14]=1)=[O:12], predict the reactants needed to synthesize it. The reactants are: [NH2:1][C:2]1[CH:7]=[CH:6][C:5]([C:8]([CH3:24])([CH3:23])[CH2:9][NH:10][C:11]([C:13]2[C:21]3[C:16](=[CH:17][CH:18]=[CH:19][CH:20]=3)[N:15]([CH3:22])[N:14]=2)=[O:12])=[C:4]([Cl:25])[CH:3]=1.[CH3:26][O:27][C:28]1[CH:29]=[C:30]([CH:34]=[CH:35][C:36]=1[O:37][CH3:38])[C:31](Cl)=[O:32].C(N(CC)CC)C. (5) Given the product [CH3:19][N:20]([CH3:21])[C:16]([C:14]1[S:15][C:11]([C:5]2[CH:4]=[C:3]([CH2:1][CH3:2])[C:8](=[O:9])[NH:7][C:6]=2[CH3:10])=[CH:12][CH:13]=1)=[O:18], predict the reactants needed to synthesize it. The reactants are: [CH2:1]([C:3]1[C:8](=[O:9])[NH:7][C:6]([CH3:10])=[C:5]([C:11]2[S:15][C:14]([C:16]([OH:18])=O)=[CH:13][CH:12]=2)[CH:4]=1)[CH3:2].[CH3:19][NH:20][CH3:21]. (6) Given the product [O:2]1[C:3]2[CH:9]=[CH:8][C:7]([CH2:10][CH2:11][OH:12])=[CH:6][C:4]=2[O:5][CH2:1]1, predict the reactants needed to synthesize it. The reactants are: [CH2:1]1[O:5][C:4]2[CH:6]=[C:7]([CH2:10][C:11](O)=[O:12])[CH:8]=[CH:9][C:3]=2[O:2]1.C1COCC1.[H-].[Al+3].[Li+].[H-].[H-].[H-].[C@H](O)(C([O-])=O)[C@@H](O)C([O-])=O.[Na+].[K+]. (7) Given the product [CH2:1]([O:5][C:6]1[CH:11]=[CH:10][C:9]([C:12]2[S:16][C:15]([S:17]([C:20]3([C:26]([NH:28][OH:29])=[O:27])[CH2:25][CH2:24][O:23][CH2:22][CH2:21]3)(=[O:19])=[O:18])=[CH:14][CH:13]=2)=[CH:8][CH:7]=1)[CH2:2][CH2:3][CH3:4], predict the reactants needed to synthesize it. The reactants are: [CH2:1]([O:5][C:6]1[CH:11]=[CH:10][C:9]([C:12]2[S:16][C:15]([S:17]([C:20]3([C:26]([NH:28][O:29]C4CCCCO4)=[O:27])[CH2:25][CH2:24][O:23][CH2:22][CH2:21]3)(=[O:19])=[O:18])=[CH:14][CH:13]=2)=[CH:8][CH:7]=1)[CH2:2][CH2:3][CH3:4].CO.Cl. (8) The reactants are: [C:1]([O:8][CH2:9][CH3:10])(=[O:7])[C:2]([O:4]CC)=O.[O:11]1[CH2:15][CH2:14][CH2:13][CH2:12]1.[NH4+].[Cl-].O.[C:19](OCC)(=[O:21])[CH3:20]. Given the product [O:21]1[CH2:19][CH2:20][O:11][CH:15]1[CH2:14][CH2:13][CH2:12][C:2](=[O:4])[C:1]([O:8][CH2:9][CH3:10])=[O:7], predict the reactants needed to synthesize it.